This data is from Reaction yield outcomes from USPTO patents with 853,638 reactions. The task is: Predict the reaction yield, written as a fraction of the theoretical maximum amount of product (1.0 means a 100% yield; for example, 0.34 means a 34% yield). The reactants are [NH2:1][C:2]1[C:7]([F:8])=[CH:6][CH:5]=[CH:4][C:3]=1[OH:9].[Br:10][C:11]1[CH:12]=[CH:13][C:14]([O:20][CH3:21])=[C:15]([CH:19]=1)[C:16](O)=O. No catalyst specified. The product is [Br:10][C:11]1[CH:12]=[CH:13][C:14]([O:20][CH3:21])=[C:15]([C:16]2[O:9][C:3]3[CH:4]=[CH:5][CH:6]=[C:7]([F:8])[C:2]=3[N:1]=2)[CH:19]=1. The yield is 0.820.